This data is from HIV replication inhibition screening data with 41,000+ compounds from the AIDS Antiviral Screen. The task is: Binary Classification. Given a drug SMILES string, predict its activity (active/inactive) in a high-throughput screening assay against a specified biological target. (1) The drug is CCSC1(SCC)CC(Cc2ccc(OC)cc2)N(C=NC(C)(C)C)C1. The result is 0 (inactive). (2) The compound is O=[N+]([O-])C(F)(COC(=S)OCC(F)([N+](=O)[O-])[N+](=O)[O-])[N+](=O)[O-]. The result is 0 (inactive). (3) The molecule is CN=c1ssc(=NC(=S)N(C)C)n1C. The result is 0 (inactive). (4) The molecule is CCOC(=O)c1sc(=NNc2nc3ccccc3cc2C2OCCO2)n(Cc2ccccc2)c1C. The result is 0 (inactive). (5) The drug is CCOC(=O)C(=Cc1cccc(OC)c1)C(C)=O. The result is 0 (inactive).